From a dataset of Forward reaction prediction with 1.9M reactions from USPTO patents (1976-2016). Predict the product of the given reaction. (1) Given the reactants [N:8]1(C([N:8]2[CH:12]=[CH:11][N:10]=[CH:9]2)=S)[CH:12]=[CH:11][N:10]=[CH:9]1.[NH2:13][C:14]1[C:22]2[C:21]([C:23]3[CH:28]=[CH:27][CH:26]=[C:25]([NH2:29])[CH:24]=3)=[N:20][CH:19]=[N:18][C:17]=2[S:16][C:15]=1[C:30]([NH2:32])=[O:31].[F:33][C:34]([F:44])([F:43])[C:35]1[CH:36]=C(N)C(N)=[CH:39][CH:40]=1, predict the reaction product. The product is: [NH2:13][C:14]1[C:22]2[C:21]([C:23]3[CH:28]=[CH:27][CH:26]=[C:25]([NH:29][C:9]4[NH:8][C:12]5[CH:39]=[CH:40][C:35]([C:34]([F:44])([F:43])[F:33])=[CH:36][C:11]=5[N:10]=4)[CH:24]=3)=[N:20][CH:19]=[N:18][C:17]=2[S:16][C:15]=1[C:30]([NH2:32])=[O:31]. (2) Given the reactants [Br:1][C:2]1[CH:10]=[C:9]2[C:5]([C:6]([C:11]([OH:13])=O)=[CH:7][NH:8]2)=[CH:4][CH:3]=1.F[B-](F)(F)F.[N:19]1(OC(N(C)C)=[N+](C)C)[C:23]2C=CC=CC=2N=N1.C(N(CC)C(C)C)(C)C.CN.O1CCCC1, predict the reaction product. The product is: [Br:1][C:2]1[CH:10]=[C:9]2[C:5]([C:6]([C:11]([NH:19][CH3:23])=[O:13])=[CH:7][NH:8]2)=[CH:4][CH:3]=1. (3) Given the reactants [Cl:1][C:2]1[CH:9]=[C:8]([Cl:10])[CH:7]=[C:4]([CH:5]=O)[C:3]=1[OH:11].[C:12](OC(=O)C)(=[O:14])[CH3:13].C(N(CC)CC)C.O, predict the reaction product. The product is: [Cl:10][C:8]1[CH:7]=[C:4]2[C:3](=[C:2]([Cl:1])[CH:9]=1)[O:11][C:12](=[O:14])[CH:13]=[CH:5]2. (4) Given the reactants [CH2:1]([O:19][CH2:20][CH:21]([O:27][CH2:28][CH2:29][CH2:30][CH2:31][CH2:32][CH2:33][CH2:34][CH2:35]/[CH:36]=[CH:37]\[CH2:38]/[CH:39]=[CH:40]\[CH2:41][CH2:42][CH2:43][CH2:44][CH3:45])[CH2:22][O:23]CC=C)[CH2:2][CH2:3][CH2:4][CH2:5][CH2:6][CH2:7][CH2:8]/[CH:9]=[CH:10]\[CH2:11]/[CH:12]=[CH:13]\[CH2:14][CH2:15][CH2:16][CH2:17][CH3:18].FC(F)(F)C(O)=O, predict the reaction product. The product is: [CH2:1]([O:19][CH2:20][CH:21]([O:27][CH2:28][CH2:29][CH2:30][CH2:31][CH2:32][CH2:33][CH2:34][CH2:35]/[CH:36]=[CH:37]\[CH2:38]/[CH:39]=[CH:40]\[CH2:41][CH2:42][CH2:43][CH2:44][CH3:45])[CH2:22][OH:23])[CH2:2][CH2:3][CH2:4][CH2:5][CH2:6][CH2:7][CH2:8]/[CH:9]=[CH:10]\[CH2:11]/[CH:12]=[CH:13]\[CH2:14][CH2:15][CH2:16][CH2:17][CH3:18]. (5) The product is: [CH2:24]([C:2]1[CH:3]=[C:4]([C:18]2[CH:23]=[CH:22][CH:21]=[CH:20][CH:19]=2)[CH:5]=[C:6]([CH2:3][CH:4]([CH3:18])[CH3:5])[C:7]=1[NH:8][C:9](=[O:16])[C:10]1[CH:15]=[CH:14][CH:13]=[CH:12][CH:11]=1)[CH:25]([CH3:27])[CH3:26]. Given the reactants Br[C:2]1[CH:3]=[C:4]([C:18]2[CH:23]=[CH:22][CH:21]=[CH:20][CH:19]=2)[CH:5]=[C:6](Br)[C:7]=1[NH:8][C:9](=[O:16])[C:10]1[CH:15]=[CH:14][CH:13]=[CH:12][CH:11]=1.[CH2:24](B(O)O)[CH:25]([CH3:27])[CH3:26].O.P([O-])([O-])([O-])=O.[K+].[K+].[K+].O, predict the reaction product. (6) Given the reactants [Cl:1][C:2]1[C:11]2[C:6](=[CH:7][C:8]([OH:14])=[C:9]([O:12][CH3:13])[CH:10]=2)[N:5]=[CH:4][N:3]=1.C1(P(C2C=CC=CC=2)C2C=CC=CC=2)C=CC=CC=1.[F:34][CH2:35][CH2:36][N:37]1[CH2:42][CH2:41][N:40]([CH2:43][CH2:44]O)[CH2:39][CH2:38]1.N(C(OC(C)C)=O)=NC(OC(C)C)=O, predict the reaction product. The product is: [Cl:1][C:2]1[C:11]2[C:6](=[CH:7][C:8]([O:14][CH2:44][CH2:43][N:40]3[CH2:41][CH2:42][N:37]([CH2:36][CH2:35][F:34])[CH2:38][CH2:39]3)=[C:9]([O:12][CH3:13])[CH:10]=2)[N:5]=[CH:4][N:3]=1. (7) Given the reactants S(C)C.[CH:4]1([N:9]2[C:18]3[N:17]=[C:16]([NH:19][C:20]4[CH:35]=[CH:34][C:23]([C:24]([NH:26][CH:27]5[CH2:32][CH2:31][N:30]([CH3:33])[CH2:29][CH2:28]5)=[O:25])=[CH:22][C:21]=4[O:36][CH2:37][CH3:38])[N:15]=[CH:14][C:13]=3[N:12]([CH3:39])[C:11](=O)[C@H:10]2[CH2:41][CH3:42])[CH2:8][CH2:7][CH2:6][CH2:5]1.Cl, predict the reaction product. The product is: [NH3:9].[CH:4]1([N:9]2[C:18]3[N:17]=[C:16]([NH:19][C:20]4[CH:35]=[CH:34][C:23]([C:24]([NH:26][CH:27]5[CH2:32][CH2:31][N:30]([CH3:33])[CH2:29][CH2:28]5)=[O:25])=[CH:22][C:21]=4[O:36][CH2:37][CH3:38])[N:15]=[CH:14][C:13]=3[N:12]([CH3:39])[CH2:11][C@H:10]2[CH2:41][CH3:42])[CH2:8][CH2:7][CH2:6][CH2:5]1. (8) Given the reactants CN1CCOCC1.CN(C(ON1N=NC2C=CC=NC1=2)=[N+](C)C)C.F[P-](F)(F)(F)(F)F.[C:32]([N:39]([CH2:41][C:42]([OH:44])=O)[CH3:40])([O:34][C:35]([CH3:38])([CH3:37])[CH3:36])=[O:33].[NH2:45][C:46]1[C:55]([NH2:56])=[CH:54][CH:53]=[CH:52][C:47]=1[C:48]([O:50][CH3:51])=[O:49], predict the reaction product. The product is: [NH2:45][C:46]1[C:55]([NH:56][C:42](=[O:44])[CH2:41][N:39]([C:32]([O:34][C:35]([CH3:36])([CH3:37])[CH3:38])=[O:33])[CH3:40])=[CH:54][CH:53]=[CH:52][C:47]=1[C:48]([O:50][CH3:51])=[O:49].